From a dataset of Catalyst prediction with 721,799 reactions and 888 catalyst types from USPTO. Predict which catalyst facilitates the given reaction. (1) Reactant: [OH:1][C:2]1[CH:11]=[C:10]([C:12]2[CH:17]=[CH:16][CH:15]=[CH:14][CH:13]=2)[C:9]2[N:8]=[CH:7][CH:6]=[N:5][C:4]=2[C:3]=1[C:18](O)=[O:19].Cl.[CH2:22]([O:24][C:25](=[O:28])[CH2:26][NH2:27])[CH3:23].C(N(CC)CC)C.C1CN([P+](ON2N=NC3C=CC=CC2=3)(N2CCCC2)N2CCCC2)CC1.F[P-](F)(F)(F)(F)F. Product: [OH:1][C:2]1[C:3]([C:18]([NH:27][CH2:26][C:25]([O:24][CH2:22][CH3:23])=[O:28])=[O:19])=[C:4]2[C:9](=[C:10]([C:12]3[CH:17]=[CH:16][CH:15]=[CH:14][CH:13]=3)[CH:11]=1)[N:8]=[CH:7][CH:6]=[N:5]2. The catalyst class is: 9. (2) Reactant: Cl[C:2]1[C:11]2[C:6](=[CH:7][CH:8]=[CH:9][CH:10]=2)[N:5]=[C:4]([CH3:12])[CH:3]=1.[CH2:13]([CH2:15][NH2:16])[OH:14]. Product: [CH3:12][C:4]1[CH:3]=[C:2]([NH:16][CH2:15][CH2:13][OH:14])[C:11]2[C:6](=[CH:7][CH:8]=[CH:9][CH:10]=2)[N:5]=1. The catalyst class is: 74. (3) Product: [NH2:1][C:2]1[N:6]([CH3:7])[C:5](=[O:8])[C:4]([C:19]2[CH:24]=[CH:23][CH:22]=[C:21](/[CH:36]=[CH:35]/[CH:32]3[CH2:34][CH2:33]3)[CH:20]=2)([C:9]2[CH:14]=[CH:13][C:12]([O:15][CH:16]([F:18])[F:17])=[CH:11][CH:10]=2)[N:3]=1. The catalyst class is: 690. Reactant: [NH2:1][C:2]1[N:6]([CH3:7])[C:5](=[O:8])[C:4]([C:19]2[CH:24]=[CH:23][CH:22]=[C:21](Br)[CH:20]=2)([C:9]2[CH:14]=[CH:13][C:12]([O:15][CH:16]([F:18])[F:17])=[CH:11][CH:10]=2)[N:3]=1.C(COC)OC.[CH:32]1(/[CH:35]=[CH:36]/B2OC(C)(C)C(C)(C)O2)[CH2:34][CH2:33]1.C([O-])([O-])=O.[Na+].[Na+]. (4) Product: [CH3:16][N:17]1[CH:21]=[C:20]([CH2:22][NH:23][C:2]2[N:7]3[N:8]=[CH:9][CH:10]=[C:6]3[N:5]=[C:4]([C:11]([O:13][CH2:14][CH3:15])=[O:12])[CH:3]=2)[CH:19]=[N:18]1. The catalyst class is: 16. Reactant: Cl[C:2]1[N:7]2[N:8]=[CH:9][CH:10]=[C:6]2[N:5]=[C:4]([C:11]([O:13][CH2:14][CH3:15])=[O:12])[CH:3]=1.[CH3:16][N:17]1[CH:21]=[C:20]([CH2:22][NH2:23])[CH:19]=[N:18]1.C(N(CC)CC)C.O. (5) Reactant: C([O:5][C:6](=[O:24])[CH:7]=[C:8]1[CH2:13][CH2:12][CH:11]([C:14]2[CH:23]=[CH:22][C:17]([C:18]([O:20][CH3:21])=[O:19])=[CH:16][CH:15]=2)[CH2:10][CH2:9]1)(C)(C)C.CO. Product: [CH3:21][O:20][C:18]([C:17]1[CH:22]=[CH:23][C:14]([CH:11]2[CH2:12][CH2:13][CH:8]([CH2:7][C:6]([OH:24])=[O:5])[CH2:9][CH2:10]2)=[CH:15][CH:16]=1)=[O:19]. The catalyst class is: 354. (6) Reactant: O.[OH-].[Li+].[O:4]=[C:5]1[NH:10][CH2:9][CH2:8][N:7]2[N:11]=[C:12]([C:14]([O:16]CC)=[O:15])[CH:13]=[C:6]12.Cl. Product: [O:4]=[C:5]1[NH:10][CH2:9][CH2:8][N:7]2[N:11]=[C:12]([C:14]([OH:16])=[O:15])[CH:13]=[C:6]12. The catalyst class is: 776.